From a dataset of Reaction yield outcomes from USPTO patents with 853,638 reactions. Predict the reaction yield, written as a fraction of the theoretical maximum amount of product (1.0 means a 100% yield; for example, 0.34 means a 34% yield). (1) The reactants are [C:1]([O:4][CH2:5][C@@H:6]([NH:8][CH:9]=[C:10]([C:16](=[O:33])[C:17]1[CH:22]=[C:21]([F:23])[C:20]([N:24]2[CH2:29][CH2:28][N:27]([CH3:30])[CH2:26][CH2:25]2)=[C:19]([F:31])[C:18]=1F)[C:11]([O:13][CH2:14][CH3:15])=[O:12])[CH3:7])(=[O:3])[CH3:2].C(=O)([O-])[O-].[K+].[K+]. The catalyst is C(#N)C. The product is [C:1]([O:4][CH2:5][C@@H:6]([N:8]1[C:22]2[C:17](=[CH:18][C:19]([F:31])=[C:20]([N:24]3[CH2:29][CH2:28][N:27]([CH3:30])[CH2:26][CH2:25]3)[C:21]=2[F:23])[C:16](=[O:33])[C:10]([C:11]([O:13][CH2:14][CH3:15])=[O:12])=[CH:9]1)[CH3:7])(=[O:3])[CH3:2]. The yield is 0.940. (2) The reactants are [O:1]=[C:2]1[C:11]2[C:6](=[CH:7][CH:8]=[CH:9][CH:10]=2)[NH:5][CH:4]=[C:3]1[C:12]([NH:14][C:15]1[CH:23]=[C:22]2[C:18]([CH:19]=[CH:20][NH:21]2)=[CH:17][C:16]=1[C:24](O)=[O:25])=[O:13].CN(C(ON1N=NC2C=CC=NC1=2)=[N+](C)C)C.F[P-](F)(F)(F)(F)F.CCN(C(C)C)C(C)C.[CH2:60]([NH2:64])[CH:61]([CH3:63])[CH3:62]. The catalyst is CN(C=O)C. The product is [CH2:60]([NH:64][C:24]([C:16]1[CH:17]=[C:18]2[C:22](=[CH:23][C:15]=1[NH:14][C:12]([C:3]1[C:2](=[O:1])[C:11]3[C:6](=[CH:7][CH:8]=[CH:9][CH:10]=3)[NH:5][CH:4]=1)=[O:13])[NH:21][CH:20]=[CH:19]2)=[O:25])[CH:61]([CH3:63])[CH3:62]. The yield is 0.660. (3) The reactants are [CH2:1]1[O:4][C@H:2]1[CH3:3].[O-]S(C(F)(F)F)(=O)=O.[Yb+3].[O-]S(C(F)(F)F)(=O)=O.[O-]S(C(F)(F)F)(=O)=O.[CH2:30]([CH2:33][NH2:34])[CH:31]=C.[H-].[Na+].[CH2:37]1OCCOCCOCCOCCOC1.[Cl:52][C:53]1[CH:54]=[C:55]([CH:68]=[CH:69][C:70]=1[O:71][CH2:72][C:73]1[CH:78]=[CH:77][CH:76]=[CH:75][N:74]=1)[NH:56][C:57]1[C:66]2[C:61](=[CH:62][CH:63]=[CH:64][C:65]=2F)[N:60]=[CH:59][N:58]=1. The catalyst is O1CCOCC1.C(O)(=O)C. The product is [CH2:33]([N:34]([CH3:37])[CH2:1][C@H:2]([CH3:3])[O:4][C:65]1[CH:64]=[CH:63][CH:62]=[C:61]2[C:66]=1[C:57]([NH:56][C:55]1[CH:68]=[CH:69][C:70]([O:71][CH2:72][C:73]3[CH:78]=[CH:77][CH:76]=[CH:75][N:74]=3)=[C:53]([Cl:52])[CH:54]=1)=[N:58][CH:59]=[N:60]2)[CH:30]=[CH2:31]. The yield is 0.250. (4) The reactants are FC(F)(F)S(O[Si](C)(C)C)(=O)=O.[CH3:13][C:14]1[N:18]([CH2:19][C:20]([O:22][CH2:23][CH3:24])=[O:21])[C:17]2[CH2:25][CH2:26][O:27][CH2:28][C:16]=2[CH:15]=1.[N:29]1([S:34]([C:37]2[CH:44]=[CH:43][C:40]([CH:41]=O)=[CH:39][CH:38]=2)(=[O:36])=[O:35])[CH2:33][CH2:32][CH2:31][CH2:30]1.C([SiH](CC)CC)C. The catalyst is C(Cl)Cl. The product is [OH:27][CH2:26][CH2:25][C:17]1[N:18]([CH2:19][C:20]([O:22][CH2:23][CH3:24])=[O:21])[C:14]([CH3:13])=[C:15]([CH2:41][C:40]2[CH:43]=[CH:44][C:37]([S:34]([N:29]3[CH2:33][CH2:32][CH2:31][CH2:30]3)(=[O:36])=[O:35])=[CH:38][CH:39]=2)[C:16]=1[CH3:28]. The yield is 0.338. (5) The reactants are [C:1]([NH:4][C:5]1[S:6][C:7]([Cl:10])=[CH:8][N:9]=1)(=[O:3])[CH3:2].[H-].[Na+].[CH3:13][O:14][CH2:15][CH2:16]Br. The catalyst is C1COCC1.CN(C=O)C.C(OCC)(=O)C. The product is [Cl:10][C:7]1[S:6][C:5](=[N:4][C:1](=[O:3])[CH3:2])[N:9]([CH2:16][CH2:15][O:14][CH3:13])[CH:8]=1. The yield is 0.420.